The task is: Predict the reaction yield, written as a fraction of the theoretical maximum amount of product (1.0 means a 100% yield; for example, 0.34 means a 34% yield).. This data is from Reaction yield outcomes from USPTO patents with 853,638 reactions. (1) The reactants are [CH3:1][O:2][C:3]1[CH:10]=[CH:9][C:6]([CH2:7][NH2:8])=[CH:5][CH:4]=1.Cl.[CH2:12]([C:19](O)=O)[C:13](CC(O)=O)=O.O=[C:23]([C:28]1[CH:33]=[CH:32][C:31]([C:34]([F:37])([F:36])[F:35])=[CH:30][CH:29]=1)[CH2:24][CH2:25][CH:26]=O.C([O-])(O)=[O:39].[Na+].[OH-].[Na+]. The catalyst is O.C1COCC1. The product is [CH3:1][O:2][C:3]1[CH:10]=[CH:9][C:6]([CH2:7][N:8]2[C@@H:13]3[CH2:12][CH2:19][C@@:23]2([C:28]2[CH:33]=[CH:32][C:31]([C:34]([F:37])([F:36])[F:35])=[CH:30][CH:29]=2)[CH2:24][C:25](=[O:39])[CH2:26]3)=[CH:5][CH:4]=1. The yield is 0.270. (2) The reactants are [Br:1][C:2]1[CH:7]=[CH:6][C:5]([N+:8]([O-])=O)=[CH:4][C:3]=1[O:11][CH3:12].[Cl-].[NH4+]. The catalyst is C1COCC1.[Zn]. The product is [Br:1][C:2]1[CH:7]=[CH:6][C:5]([NH2:8])=[CH:4][C:3]=1[O:11][CH3:12]. The yield is 0.870. (3) The reactants are [C:1]([O:5][C:6]([NH:8][C@@H:9]([CH2:22][C:23]([O:25]CC=C)=[O:24])[C:10]([O:12][C:13]([C:16]1[CH:21]=[CH:20][CH:19]=[CH:18][CH:17]=1)([CH3:15])[CH3:14])=[O:11])=[O:7])([CH3:4])([CH3:3])[CH3:2].C(O)(=O)C.CN1CCOCC1. The catalyst is ClCCl. The product is [C:1]([O:5][C:6]([NH:8][C@H:9]([C:10](=[O:11])[O:12][C:13]([C:16]1[CH:21]=[CH:20][CH:19]=[CH:18][CH:17]=1)([CH3:15])[CH3:14])[CH2:22][C:23]([OH:25])=[O:24])=[O:7])([CH3:2])([CH3:3])[CH3:4]. The yield is 0.820. (4) The product is [CH:1]1([C:4]2[C:5]([N:22]([CH2:27][C:28]3[CH:33]=[CH:32][C:31]([O:34][CH3:35])=[CH:30][CH:29]=3)[S:23]([CH3:26])(=[O:24])=[O:25])=[CH:6][C:7]3[O:11][C:10]([C:12]4[CH:17]=[CH:16][C:15]([F:18])=[CH:14][CH:13]=4)=[C:9]([C:19]4[NH:38][CH2:37][CH2:36][N:39]=4)[C:8]=3[CH:21]=2)[CH2:2][CH2:3]1. The yield is 0.910. The catalyst is ClCCl. The reactants are [CH:1]1([C:4]2[C:5]([N:22]([CH2:27][C:28]3[CH:33]=[CH:32][C:31]([O:34][CH3:35])=[CH:30][CH:29]=3)[S:23]([CH3:26])(=[O:25])=[O:24])=[CH:6][C:7]3[O:11][C:10]([C:12]4[CH:17]=[CH:16][C:15]([F:18])=[CH:14][CH:13]=4)=[C:9]([CH:19]=O)[C:8]=3[CH:21]=2)[CH2:3][CH2:2]1.[CH2:36]([NH2:39])[CH2:37][NH2:38].BrN1C(=O)CCC1=O.CCCCCC.C(OCC)(=O)C. (5) The reactants are [F:1][C:2]1[CH:8]=[CH:7][C:6]([N+:9]([O-:11])=[O:10])=[CH:5][C:3]=1[NH2:4].[C:12]([C:14]1[CH:15]=[C:16]([S:20](Cl)(=[O:22])=[O:21])[CH:17]=[CH:18][CH:19]=1)#[N:13]. The catalyst is N1C=CC=CC=1. The product is [C:12]([C:14]1[CH:15]=[C:16]([S:20]([NH:4][C:3]2[CH:5]=[C:6]([N+:9]([O-:11])=[O:10])[CH:7]=[CH:8][C:2]=2[F:1])(=[O:22])=[O:21])[CH:17]=[CH:18][CH:19]=1)#[N:13]. The yield is 0.870. (6) The reactants are [CH:1]1([C:6]([NH:8][C:9]2[CH:14]=[CH:13][CH:12]=[C:11]([C:15]3[C:23]4[C:18](=[CH:19][CH:20]=[C:21]([C:24]5[N:28]=[CH:27][N:26](C(C6C=CC=CC=6)(C6C=CC=CC=6)C6C=CC=CC=6)[N:25]=5)[CH:22]=4)[N:17](C4CCCCO4)[N:16]=3)[CH:10]=2)=[O:7])[CH2:5][CH2:4][CH2:3][CH2:2]1. The catalyst is Cl.O1CCOCC1. The product is [NH:26]1[CH:27]=[N:28][C:24]([C:21]2[CH:22]=[C:23]3[C:18](=[CH:19][CH:20]=2)[NH:17][N:16]=[C:15]3[C:11]2[CH:10]=[C:9]([NH:8][C:6]([CH:1]3[CH2:2][CH2:3][CH2:4][CH2:5]3)=[O:7])[CH:14]=[CH:13][CH:12]=2)=[N:25]1. The yield is 0.460. (7) The reactants are [F:1][C:2]1[CH:9]=[CH:8][C:7](F)=[CH:6][C:3]=1[CH:4]=[O:5].[S-2].[Li+].[Li+].[OH2:14].[CH3:15]S(C)=O. No catalyst specified. The product is [F:1][C:2]1[CH:9]=[CH:8][CH:7]=[C:6]([CH:15]=[O:14])[C:3]=1[CH:4]=[O:5]. The yield is 0.590. (8) The reactants are [F:1][C:2]1[CH:7]=[CH:6][C:5]([CH:8]([OH:29])[CH:9]([CH2:15][C:16]2[CH:21]=[CH:20][CH:19]=[C:18]([O:22][C:23]3[CH:28]=[CH:27][CH:26]=[CH:25][CH:24]=3)[CH:17]=2)[C:10]([O:12]CC)=[O:11])=[CH:4][CH:3]=1.[OH-].[Na+].Cl. The catalyst is CO. The product is [F:1][C:2]1[CH:3]=[CH:4][C:5]([CH:8]([OH:29])[CH:9]([CH2:15][C:16]2[CH:21]=[CH:20][CH:19]=[C:18]([O:22][C:23]3[CH:28]=[CH:27][CH:26]=[CH:25][CH:24]=3)[CH:17]=2)[C:10]([OH:12])=[O:11])=[CH:6][CH:7]=1. The yield is 0.470. (9) The reactants are [CH3:1][Si:2]([CH3:16])([CH3:15])[CH:3]=[CH:4][C:5]([O:7][CH2:8][C:9]1[CH:14]=[CH:13][CH:12]=[CH:11][CH:10]=1)=[O:6].CN(C)C(N(C)C)=N.Cl.[N+:26]([CH3:29])([O-:28])=[O:27]. No catalyst specified. The product is [N+:26]([CH2:29][CH:3]([Si:2]([CH3:15])([CH3:1])[CH3:16])[CH2:4][C:5]([O:7][CH2:8][C:9]1[CH:10]=[CH:11][CH:12]=[CH:13][CH:14]=1)=[O:6])([O-:28])=[O:27]. The yield is 0.880.